This data is from Full USPTO retrosynthesis dataset with 1.9M reactions from patents (1976-2016). The task is: Predict the reactants needed to synthesize the given product. Given the product [CH:1]([C:4]1[CH:5]=[C:6]([C:12]([NH:31][C:32]2[CH:33]=[CH:34][C:35]([C:36]([O:38][CH3:39])=[O:37])=[CH:40][CH:41]=2)=[O:14])[O:7][C:8]=1[CH:9]([CH3:10])[CH3:11])([CH3:2])[CH3:3], predict the reactants needed to synthesize it. The reactants are: [CH:1]([C:4]1[CH:5]=[C:6]([C:12]([OH:14])=O)[O:7][C:8]=1[CH:9]([CH3:11])[CH3:10])([CH3:3])[CH3:2].N1C(Cl)=NC(Cl)=NC=1Cl.C(N(CC)CC)C.[NH2:31][C:32]1[CH:41]=[CH:40][C:35]([C:36]([O:38][CH3:39])=[O:37])=[CH:34][CH:33]=1.